This data is from Full USPTO retrosynthesis dataset with 1.9M reactions from patents (1976-2016). The task is: Predict the reactants needed to synthesize the given product. (1) Given the product [NH2:21][C:20]1[C:19]([Cl:18])=[CH:25][C:24]([Cl:26])=[C:23]([N:27]2[CH2:28][CH2:29][N:30]([C:14]([C:13]3[C:9]([C:4]4[CH:5]=[CH:6][CH:7]=[CH:8][C:3]=4[O:2][CH3:1])=[N:10][O:11][C:12]=3[CH3:17])=[O:16])[CH2:31][CH2:32]2)[CH:22]=1, predict the reactants needed to synthesize it. The reactants are: [CH3:1][O:2][C:3]1[CH:8]=[CH:7][CH:6]=[CH:5][C:4]=1[C:9]1[C:13]([C:14]([OH:16])=O)=[C:12]([CH3:17])[O:11][N:10]=1.[Cl:18][C:19]1[CH:25]=[C:24]([Cl:26])[C:23]([N:27]2[CH2:32][CH2:31][NH:30][CH2:29][CH2:28]2)=[CH:22][C:20]=1[NH2:21].C(O)(C(F)(F)F)=O.C(Cl)CCl. (2) Given the product [OH:4][C@H:5]([C:6]1[NH:21][C:20](=[O:22])[C:10]2[CH:11]=[N:12][N:13]([CH:14]3[CH2:19][CH2:18][O:17][CH2:16][CH2:15]3)[C:9]=2[N:8]=1)[CH3:23], predict the reactants needed to synthesize it. The reactants are: C([O:4][C@@H:5]([CH3:23])[C:6]([NH:8][C:9]1[N:13]([CH:14]2[CH2:19][CH2:18][O:17][CH2:16][CH2:15]2)[N:12]=[CH:11][C:10]=1[C:20](=[O:22])[NH2:21])=O)(=O)C.C(=O)([O-])[O-].[K+].[K+].C(O)(=O)C. (3) The reactants are: C([C:3](CC)([NH:10][C:11]1[C:12]2[C:17]([CH:18]=[C:19]3[C:24]=1[CH:23]=[CH:22][CH:21]=[CH:20]3)=[CH:16][CH:15]=[CH:14][CH:13]=2)[C:4]1[CH:9]=[CH:8][CH:7]=[CH:6][CH:5]=1)C.[CH3:27][P:28](=[O:31])([O-:30])[O-:29]. Given the product [CH:23]1[C:24]2[C:19](=[CH:18][C:17]3[C:12]([C:11]=2[NH:10][CH2:3][C:4]2[CH:9]=[CH:8][CH:7]=[CH:6][CH:5]=2)=[CH:13][CH:14]=[CH:15][CH:16]=3)[CH:20]=[CH:21][CH:22]=1.[CH3:27][P:28](=[O:29])([OH:31])[OH:30], predict the reactants needed to synthesize it. (4) Given the product [OH:1][C@H:2]1[CH2:3][CH2:4][C@H:5]([N:8]2[CH2:15][CH2:14][N:12]([CH3:13])[C:10](=[O:11])[CH2:9]2)[CH2:6][CH2:7]1, predict the reactants needed to synthesize it. The reactants are: [OH:1][C@H:2]1[CH2:7][CH2:6][C@H:5]([NH:8][CH2:9][C:10]([N:12]([CH2:14][CH:15](OC)OC)[CH3:13])=[O:11])[CH2:4][CH2:3]1.Cl.[H][H]. (5) Given the product [F:14][C:2]([F:1])([F:13])[C:3]1[N:4]=[C:5]([C:8]([OH:10])=[O:9])[S:6][CH:7]=1, predict the reactants needed to synthesize it. The reactants are: [F:1][C:2]([F:14])([F:13])[C:3]1[N:4]=[C:5]([C:8]([O:10]CC)=[O:9])[S:6][CH:7]=1.[OH-].[Na+].Cl.O. (6) Given the product [Cl:1][C:2]1[CH:3]=[CH:4][C:5]([CH2:6][C@H:7]([C:8]([N:10]2[CH:15]3[CH2:16][CH2:17][CH:11]2[CH2:12][CH:13]([N:18]([CH:26]2[CH2:27][CH2:28][CH2:29][CH2:30][CH2:31]2)[C:19]([N:21]([CH2:22][CH3:23])[CH2:24][CH3:25])=[O:20])[CH2:14]3)=[O:9])[NH2:32])=[CH:40][CH:41]=1, predict the reactants needed to synthesize it. The reactants are: [Cl:1][C:2]1[CH:41]=[CH:40][C:5]([CH2:6][C@@H:7]([NH:32]C(=O)OC(C)(C)C)[C:8]([N:10]2[CH:15]3[CH2:16][CH2:17][CH:11]2[CH2:12][CH:13]([N:18]([CH:26]2[CH2:31][CH2:30][CH2:29][CH2:28][CH2:27]2)[C:19]([N:21]([CH2:24][CH3:25])[CH2:22][CH3:23])=[O:20])[CH2:14]3)=[O:9])=[CH:4][CH:3]=1. (7) Given the product [CH2:1]([O:3][C:4]([C:6]1[C:7]([OH:26])=[C:8]2[C:15]([Cl:16])=[C:14]([Cl:17])[N:13]([CH2:18][CH2:19][C:20]3[CH:25]=[CH:24][CH:23]=[CH:22][CH:21]=3)[C:9]2=[C:10]([C:28]#[N:30])[N:11]=1)=[O:5])[CH3:2], predict the reactants needed to synthesize it. The reactants are: [CH2:1]([O:3][C:4]([C:6]1[C:7]([OH:26])=[C:8]2[C:15]([Cl:16])=[C:14]([Cl:17])[N:13]([CH2:18][CH2:19][C:20]3[CH:25]=[CH:24][CH:23]=[CH:22][CH:21]=3)[C:9]2=[C:10](Cl)[N:11]=1)=[O:5])[CH3:2].C[C:28]([N:30](C)C)=O. (8) Given the product [Cl:25][C:26]1[CH:27]=[C:28]([C:2]2[CH:7]=[CH:6][C:5]([C:8]3[N:9]([CH2:14][CH:15]4[CH2:19][CH2:18][N:17]([C:20]([CH:22]5[CH2:24][CH2:23]5)=[O:21])[CH2:16]4)[C:10]([CH3:13])=[CH:11][N:12]=3)=[CH:4][CH:3]=2)[CH:29]=[CH:30][C:31]=1[F:32], predict the reactants needed to synthesize it. The reactants are: Br[C:2]1[CH:7]=[CH:6][C:5]([C:8]2[N:9]([CH2:14][CH:15]3[CH2:19][CH2:18][N:17]([C:20]([CH:22]4[CH2:24][CH2:23]4)=[O:21])[CH2:16]3)[C:10]([CH3:13])=[CH:11][N:12]=2)=[CH:4][CH:3]=1.[Cl:25][C:26]1[CH:27]=[C:28](B(O)O)[CH:29]=[CH:30][C:31]=1[F:32].C([O-])([O-])=O.[K+].[K+]. (9) Given the product [F:5][CH2:4][CH:3]([O:6][C:7]1[CH:8]=[C:9]([CH:19]=[C:20]([O:22][C:36]2[CH:37]=[CH:38][C:33]3[C:32](=[O:42])[N:31]([CH3:43])[CH2:30][CH2:29][O:28][C:34]=3[C:35]=2[F:40])[CH:21]=1)[C:10]([NH:12][C:13]1[CH:17]=[CH:16][N:15]([CH3:18])[N:14]=1)=[O:11])[CH2:2][F:1], predict the reactants needed to synthesize it. The reactants are: [F:1][CH2:2][CH:3]([O:6][C:7]1[CH:8]=[C:9]([CH:19]=[C:20]([OH:22])[CH:21]=1)[C:10]([NH:12][C:13]1[CH:17]=[CH:16][N:15]([CH3:18])[N:14]=1)=[O:11])[CH2:4][F:5].CC([Si](C)(C)[O:28][CH2:29][CH2:30][N:31]([CH3:43])[C:32](=[O:42])[C:33]1[CH:38]=[CH:37][C:36](F)=[C:35]([F:40])[C:34]=1F)(C)C.C(=O)([O-])[O-].[K+].[K+].O. (10) Given the product [Br:14][C:8]1[CH:9]=[C:5]([C:3](=[O:4])[C:2]([Cl:1])([Cl:10])[Cl:11])[NH:6][CH:7]=1, predict the reactants needed to synthesize it. The reactants are: [Cl:1][C:2]([Cl:11])([Cl:10])[C:3]([C:5]1[NH:6][CH:7]=[CH:8][CH:9]=1)=[O:4].II.[Br:14]Br.